Task: Predict the reactants needed to synthesize the given product.. Dataset: Full USPTO retrosynthesis dataset with 1.9M reactions from patents (1976-2016) The reactants are: [CH3:1][O:2][N:3]=[C:4]([C:20]1[CH:25]=[CH:24][CH:23]=[CH:22][CH:21]=1)[C:5]1[CH:10]=[CH:9][C:8](B2OC(C)(C)C(C)(C)O2)=[CH:7][CH:6]=1.I[C:27]1[C:35]2[C:30](=[N:31][CH:32]=[N:33][C:34]=2[NH2:36])[N:29]([C@H:37]2[CH2:42][CH2:41][C@@H:40]([N:43]3[CH2:48][CH2:47][N:46]([CH3:49])[CH2:45][CH2:44]3)[CH2:39][CH2:38]2)[N:28]=1.C(=O)([O-])[O-].[Na+].[Na+]. Given the product [CH3:1][O:2][N:3]=[C:4]([C:5]1[CH:6]=[CH:7][C:8]([C:27]2[C:35]3[C:30](=[N:31][CH:32]=[N:33][C:34]=3[NH2:36])[N:29]([C@H:37]3[CH2:38][CH2:39][C@@H:40]([N:43]4[CH2:44][CH2:45][N:46]([CH3:49])[CH2:47][CH2:48]4)[CH2:41][CH2:42]3)[N:28]=2)=[CH:9][CH:10]=1)[C:20]1[CH:21]=[CH:22][CH:23]=[CH:24][CH:25]=1, predict the reactants needed to synthesize it.